Dataset: Catalyst prediction with 721,799 reactions and 888 catalyst types from USPTO. Task: Predict which catalyst facilitates the given reaction. Reactant: [CH:1]([C:3]1[NH:4][CH:5]=[C:6]2[O:11][CH2:10][CH2:9][O:8][C:7]=12)=[O:2].[O:12](C(OC(C)(C)C)=O)[C:13]([O:15][C:16]([CH3:19])([CH3:18])[CH3:17])=O.C(N(CC)CC)C. Product: [C:13]([N:4]1[CH:5]=[C:6]2[O:11][CH2:10][CH2:9][O:8][C:7]2=[C:3]1[CH:1]=[O:2])([O:15][C:16]([CH3:19])([CH3:18])[CH3:17])=[O:12]. The catalyst class is: 112.